This data is from Reaction yield outcomes from USPTO patents with 853,638 reactions. The task is: Predict the reaction yield, written as a fraction of the theoretical maximum amount of product (1.0 means a 100% yield; for example, 0.34 means a 34% yield). The reactants are Cl[C:2]1[CH:7]=[CH:6][C:5]([C:8]2[N:9]=[N:10][C:11]([O:14][CH:15]3[CH2:20][C:19]([CH3:22])([CH3:21])[NH:18][C:17]([CH3:24])([CH3:23])[CH2:16]3)=[CH:12][CH:13]=2)=[C:4]([O:25][CH3:26])[CH:3]=1.CC1(C)C(C)(C)OB([C:35]2[CH:36]=[N:37][NH:38][CH:39]=2)O1.C([O-])([O-])=O.[K+].[K+]. The catalyst is C(O)C.O.[Pd]. The product is [CH3:26][O:25][C:4]1[CH:3]=[C:2]([C:35]2[CH:36]=[N:37][NH:38][CH:39]=2)[CH:7]=[CH:6][C:5]=1[C:8]1[N:9]=[N:10][C:11]([O:14][CH:15]2[CH2:20][C:19]([CH3:21])([CH3:22])[NH:18][C:17]([CH3:23])([CH3:24])[CH2:16]2)=[CH:12][CH:13]=1. The yield is 0.210.